From a dataset of Forward reaction prediction with 1.9M reactions from USPTO patents (1976-2016). Predict the product of the given reaction. (1) Given the reactants NC1C=CC(F)=CC=1C(NC)=O.Cl[C:14]1[C:19]([C:20]([F:23])([F:22])[F:21])=[CH:18][N:17]=[C:16]([NH:24][C:25]2[CH:39]=[CH:38][C:28]([CH2:29][P:30](=[O:37])([O:34][CH2:35][CH3:36])[O:31][CH2:32][CH3:33])=[CH:27][C:26]=2[O:40][CH3:41])[N:15]=1.Cl.[CH2:43]([O:45][P:46]([CH2:51][N:52]1[C:61]2[C:56](=[C:57]([NH2:62])[CH:58]=[CH:59][CH:60]=2)[C:55](=[O:63])[C:54]([CH3:64])=[CH:53]1)(=[O:50])[O:47][CH2:48][CH3:49])[CH3:44], predict the reaction product. The product is: [CH2:43]([O:45][P:46]([CH2:51][N:52]1[C:61]2[C:56](=[C:57]([NH:62][C:14]3[C:19]([C:20]([F:21])([F:23])[F:22])=[CH:18][N:17]=[C:16]([NH:24][C:25]4[CH:39]=[CH:38][C:28]([CH2:29][P:30]([O:31][CH2:32][CH3:33])([O:34][CH2:35][CH3:36])=[O:37])=[CH:27][C:26]=4[O:40][CH3:41])[N:15]=3)[CH:58]=[CH:59][CH:60]=2)[C:55](=[O:63])[C:54]([CH3:64])=[CH:53]1)(=[O:50])[O:47][CH2:48][CH3:49])[CH3:44]. (2) Given the reactants [CH:1]1([C:7]2[NH:24][C:10]3=[N:11][CH:12]=[C:13](B4OC(C)(C)C(C)(C)O4)[CH:14]=[C:9]3[CH:8]=2)[CH2:6][CH2:5][CH2:4][CH2:3][CH2:2]1.Br[C:26]1[C:27]([CH3:36])=[CH:28][C:29]([S:32]([CH3:35])(=[O:34])=[O:33])=[N:30][CH:31]=1.C(=O)([O-])[O-].[K+].[K+], predict the reaction product. The product is: [CH:1]1([C:7]2[NH:24][C:10]3=[N:11][CH:12]=[C:13]([C:26]4[CH:31]=[N:30][C:29]([S:32]([CH3:35])(=[O:33])=[O:34])=[CH:28][C:27]=4[CH3:36])[CH:14]=[C:9]3[CH:8]=2)[CH2:2][CH2:3][CH2:4][CH2:5][CH2:6]1. (3) Given the reactants [Br:1][C:2]1[CH:7]=[CH:6][C:5]([S:8](Cl)(=O)=O)=[CH:4][C:3]=1[Cl:12].CN(C=O)C.C1(P(C2C=CC=CC=2)C2C=CC=CC=2)C=CC=CC=1.Cl, predict the reaction product. The product is: [Br:1][C:2]1[CH:7]=[CH:6][C:5]([SH:8])=[CH:4][C:3]=1[Cl:12].